This data is from Forward reaction prediction with 1.9M reactions from USPTO patents (1976-2016). The task is: Predict the product of the given reaction. Given the reactants C(O)(C(F)(F)F)=O.[C:8]1([C:14]2[C:22]3[CH:21]=[N:20][CH:19]=[N:18][C:17]=3[O:16][C:15]=2[C:23]2[CH:28]=[CH:27][C:26]([C:29]3([NH:33]C(=O)OC(C)(C)C)[CH2:32][CH2:31][CH2:30]3)=[CH:25][CH:24]=2)[CH:13]=[CH:12][CH:11]=[CH:10][CH:9]=1, predict the reaction product. The product is: [C:8]1([C:14]2[C:22]3[CH:21]=[N:20][CH:19]=[N:18][C:17]=3[O:16][C:15]=2[C:23]2[CH:28]=[CH:27][C:26]([C:29]3([NH2:33])[CH2:32][CH2:31][CH2:30]3)=[CH:25][CH:24]=2)[CH:9]=[CH:10][CH:11]=[CH:12][CH:13]=1.